Regression/Classification. Given a drug SMILES string, predict its absorption, distribution, metabolism, or excretion properties. Task type varies by dataset: regression for continuous measurements (e.g., permeability, clearance, half-life) or binary classification for categorical outcomes (e.g., BBB penetration, CYP inhibition). Dataset: cyp3a4_veith. From a dataset of CYP3A4 inhibition data for predicting drug metabolism from PubChem BioAssay. The compound is Cc1ccc(Nc2ccc(-n3ccnc3)nn2)cc1C. The result is 1 (inhibitor).